From a dataset of Forward reaction prediction with 1.9M reactions from USPTO patents (1976-2016). Predict the product of the given reaction. (1) Given the reactants Br[CH2:2][CH:3]([OH:6])[CH2:4]Br.C(=O)([O-])[O-].[Na+].[Na+].[C:13]([O:17][C:18](=[O:27])[NH:19][C@H:20]1[CH2:25][CH2:24][C@H:23]([NH2:26])[CH2:22][CH2:21]1)([CH3:16])([CH3:15])[CH3:14].N1C=CN=C1.[C:33]([Si:37]([C:45]1[CH:50]=[CH:49][CH:48]=[CH:47][CH:46]=1)([C:39]1[CH:44]=[CH:43][CH:42]=[CH:41][CH:40]=1)Cl)([CH3:36])([CH3:35])[CH3:34], predict the reaction product. The product is: [C:13]([O:17][C:18](=[O:27])[NH:19][C@H:20]1[CH2:21][CH2:22][C@H:23]([N:26]2[CH2:4][CH:3]([O:6][Si:37]([C:33]([CH3:36])([CH3:35])[CH3:34])([C:45]3[CH:46]=[CH:47][CH:48]=[CH:49][CH:50]=3)[C:39]3[CH:44]=[CH:43][CH:42]=[CH:41][CH:40]=3)[CH2:2]2)[CH2:24][CH2:25]1)([CH3:16])([CH3:14])[CH3:15]. (2) Given the reactants [OH-].[Na+].[CH2:3]([N:10]1[CH2:15][CH2:14][N:13]([CH:16]2[CH2:21][CH2:20][CH:19]([C:22]([O:24]CC)=[O:23])[CH2:18][CH2:17]2)[CH2:12][CH2:11]1)[C:4]1[CH:9]=[CH:8][CH:7]=[CH:6][CH:5]=1, predict the reaction product. The product is: [CH2:3]([N:10]1[CH2:11][CH2:12][N:13]([CH:16]2[CH2:17][CH2:18][CH:19]([C:22]([OH:24])=[O:23])[CH2:20][CH2:21]2)[CH2:14][CH2:15]1)[C:4]1[CH:9]=[CH:8][CH:7]=[CH:6][CH:5]=1. (3) Given the reactants [CH3:1][O:2][C:3]1[CH:8]=[CH:7][C:6]([N:9]2[C:13]([C:14]3[CH:15]=[CH:16][C:17]([O:20][CH3:21])=[N:18][CH:19]=3)=[CH:12][C:11]([CH:22]3[CH2:27][CH2:26][NH:25][CH2:24][CH2:23]3)=[N:10]2)=[CH:5][CH:4]=1.ClC(Cl)(O[C:32](=[O:38])OC(Cl)(Cl)Cl)Cl.C(N(CC)CC)C.Cl.[CH3:48][NH:49][OH:50], predict the reaction product. The product is: [CH3:1][O:2][C:3]1[CH:4]=[CH:5][C:6]([N:9]2[C:13]([C:14]3[CH:15]=[CH:16][C:17]([O:20][CH3:21])=[N:18][CH:19]=3)=[CH:12][C:11]([CH:22]3[CH2:27][CH2:26][N:25]([C:32](=[O:38])[N:49]([OH:50])[CH3:48])[CH2:24][CH2:23]3)=[N:10]2)=[CH:7][CH:8]=1. (4) Given the reactants [Br:1][C:2]1[CH:11]=[CH:10][C:9]2[O:8][C@@H:7]3[CH2:12][CH2:13][O:14][C@H:15]([CH3:16])[C@H:6]3[C:5](=O)[C:4]=2[CH:3]=1.[C:18](=[O:21])([O-])[O-:19].[NH4+:22].[NH4+:23].[C-]#N.[K+].S([O-])(O)=O.[Na+].Cl.C[CH2:34][O:35][C:36](C)=[O:37], predict the reaction product. The product is: [Br:1][C:2]1[CH:11]=[CH:10][C:9]2[O:8][C@H:7]3[CH2:12][CH2:13][O:14][C@@H:15]([CH3:16])[C@@H:6]3[C@:5]3([C:36](=[O:37])[NH:23][C:18](=[O:21])[NH:22]3)[C:4]=2[CH:3]=1.[Br:1][C:2]1[CH:11]=[CH:10][C:9]2[O:8][C@@H:7]3[CH2:12][CH2:13][O:14][C@H:15]([CH3:16])[C@H:6]3[C@:5]3([C:34](=[O:35])[NH:23][C:18](=[O:19])[NH:22]3)[C:4]=2[CH:3]=1.